Binary Classification. Given a drug SMILES string, predict its activity (active/inactive) in a high-throughput screening assay against a specified biological target. From a dataset of HIV replication inhibition screening data with 41,000+ compounds from the AIDS Antiviral Screen. (1) The compound is COC1C=COC2(C)Oc3c(C)c(O)c4c(O)c(c(C=NN5C(C)CN(Cc6ccc(C(C)(C)C)cc6)CC5C)c(O)c4c3C2=O)NC(=O)C(C)=CC=CC(C)C(O)C(C)C(O)C(C)C(OC(C)=O)C1C. The result is 0 (inactive). (2) The drug is CC(=C(SSC(C(=O)O)=C(C)c1cccc(O)c1)C(=O)O)c1cccc(O)c1. The result is 0 (inactive). (3) The compound is Nc1ncnc2c1nnn2C1CCC(CP(=O)(O)O)C1. The result is 0 (inactive). (4) The result is 0 (inactive). The compound is COc1ccc2nc(NC(=O)C(=O)C(C#N)c3ccc([N+](=O)[O-])cc3)sc2c1. (5) The molecule is S=c1[nH]nc2n1N=C(c1ccccc1)NN2. The result is 0 (inactive). (6) The drug is Nc1ncnc2c1ncn2C1OC(COP(=O)(O)CP(=O)(O)O)C(O)C1O. The result is 0 (inactive). (7) The compound is COC1CC(C)C(OC)c2cc(O)cc(c2O)NC(=O)C(C)=CC=CC(C)C(OC(N)=O)C(C)=CC(C)C1OC. The result is 0 (inactive). (8) The drug is COc1ccc(C(Cl)=C(C=O)c2ccc(OC)c(OC)c2)cc1OC. The result is 1 (active). (9) The molecule is CC(=O)N1CN=C2Sc3ccccc3N2C1. The result is 0 (inactive).